From a dataset of Full USPTO retrosynthesis dataset with 1.9M reactions from patents (1976-2016). Predict the reactants needed to synthesize the given product. (1) Given the product [Cl-:24].[O:27]=[C:26]([C:28]1[CH:33]=[CH:32][CH:31]=[CH:30][CH:29]=1)[CH2:25][N+:13]12[CH2:18][CH2:17][CH:16]([CH2:15][CH2:14]1)[C@@H:11]([O:10][C:8](=[O:9])[CH:7]([C:1]1[CH:6]=[CH:5][CH:4]=[CH:3][CH:2]=1)[N:19]1[CH2:23][CH2:22][CH2:21][CH2:20]1)[CH2:12]2, predict the reactants needed to synthesize it. The reactants are: [C:1]1([CH:7]([N:19]2[CH2:23][CH2:22][CH2:21][CH2:20]2)[C:8]([O:10][C@@H:11]2[CH:16]3[CH2:17][CH2:18][N:13]([CH2:14][CH2:15]3)[CH2:12]2)=[O:9])[CH:6]=[CH:5][CH:4]=[CH:3][CH:2]=1.[Cl:24][CH2:25][C:26]([C:28]1[CH:33]=[CH:32][CH:31]=[CH:30][CH:29]=1)=[O:27]. (2) Given the product [Br:1][C:2]1[N:11]=[C:10]2[C:5]([CH:6]([OH:12])[CH2:7][CH2:8][NH:9]2)=[CH:4][CH:3]=1, predict the reactants needed to synthesize it. The reactants are: [Br:1][C:2]1[N:11]=[C:10]2[C:5]([C:6](=[O:12])[CH2:7][CH2:8][NH:9]2)=[CH:4][CH:3]=1.[BH4-].[Na+]. (3) Given the product [C:1]([O:5][C:6]([N:8]1[CH2:9][CH2:10][CH:11]([C:14]2[CH:22]=[CH:21][CH:20]=[C:19]3[C:15]=2[CH2:16][C:17](=[O:31])[N:18]3[CH2:23][C:24]2[CH:29]=[CH:28][CH:27]=[C:26]([F:30])[CH:25]=2)[CH2:12][CH2:13]1)=[O:7])([CH3:4])([CH3:2])[CH3:3], predict the reactants needed to synthesize it. The reactants are: [C:1]([O:5][C:6]([N:8]1[CH2:13][CH:12]=[C:11]([C:14]2[CH:22]=[CH:21][CH:20]=[C:19]3[C:15]=2[C:16](=O)[C:17](=[O:31])[N:18]3[CH2:23][C:24]2[CH:29]=[CH:28][CH:27]=[C:26]([F:30])[CH:25]=2)[CH2:10][CH2:9]1)=[O:7])([CH3:4])([CH3:3])[CH3:2]. (4) Given the product [CH:29]1([CH2:32][N:11]([C@@H:12]2[C:18](=[O:19])[NH:17][C:16]3[CH:20]=[CH:21][CH:22]=[CH:23][C:15]=3[C:14]3[CH:24]=[CH:25][CH:26]=[CH:27][C:13]2=3)[C:10](=[O:28])[C:2]([OH:1])([CH2:6][CH:7]([CH3:9])[CH3:8])[C:3]([NH2:36])=[O:4])[CH2:31][CH2:30]1, predict the reactants needed to synthesize it. The reactants are: [OH:1][C:2]([C:10](=[O:28])[NH:11][C@@H:12]1[C:18](=[O:19])[NH:17][C:16]2[CH:20]=[CH:21][CH:22]=[CH:23][C:15]=2[C:14]2[CH:24]=[CH:25][CH:26]=[CH:27][C:13]1=2)([CH2:6][CH:7]([CH3:9])[CH3:8])[C:3](O)=[O:4].[CH:29]1([CH2:32]N)[CH2:31][CH2:30]1.C([N:36](CC)CC)C.F[P-](F)(F)(F)(F)F.N1(OC(N(C)C)=[N+](C)C)C2C=CC=CC=2N=N1. (5) The reactants are: [Cl:1][C:2]1[CH:3]=[C:4](B(O)O)[CH:5]=[CH:6][C:7]=1[O:8][CH:9]([CH3:11])[CH3:10].Cl[C:16]1[N:21]=[CH:20][C:19]([C:22]2[C:23]([CH2:36][CH3:37])=[C:24]([CH2:28][CH2:29][CH2:30][C:31]([O:33][CH2:34][CH3:35])=[O:32])[CH:25]=[CH:26][CH:27]=2)=[CH:18][N:17]=1.C(=O)([O-])[O-].[Cs+].[Cs+]. Given the product [Cl:1][C:2]1[CH:3]=[C:4]([C:16]2[N:17]=[CH:18][C:19]([C:22]3[C:23]([CH2:36][CH3:37])=[C:24]([CH2:28][CH2:29][CH2:30][C:31]([O:33][CH2:34][CH3:35])=[O:32])[CH:25]=[CH:26][CH:27]=3)=[CH:20][N:21]=2)[CH:5]=[CH:6][C:7]=1[O:8][CH:9]([CH3:11])[CH3:10], predict the reactants needed to synthesize it. (6) Given the product [CH3:6][O:7][C:8]([CH:10]([P:25]([OH:29])([OH:27])=[O:26])[O:11][C@@H:12]1[CH2:16][C@H:15]([N:17]2[CH:24]=[CH:23][C:21]([NH2:22])=[N:20][C:18]2=[O:19])[CH2:14][CH2:13]1)=[O:9], predict the reactants needed to synthesize it. The reactants are: Br[Si](C)(C)C.[CH3:6][O:7][C:8]([CH:10]([P:25]([O:29]C)([O:27]C)=[O:26])[O:11][C@@H:12]1[CH2:16][C@H:15]([N:17]2[CH:24]=[CH:23][C:21]([NH2:22])=[N:20][C:18]2=[O:19])[CH2:14][CH2:13]1)=[O:9].O. (7) The reactants are: Br[C:2]1[S:3][C:4]([Br:7])=[CH:5][N:6]=1.[OH:8][C:9]1[CH:10]=[C:11]([CH:16]=[CH:17][CH:18]=1)[C:12]([O:14][CH3:15])=[O:13].C(=O)([O-])[O-].[K+].[K+].O. Given the product [Br:7][C:4]1[S:3][C:2]([O:8][C:9]2[CH:10]=[C:11]([CH:16]=[CH:17][CH:18]=2)[C:12]([O:14][CH3:15])=[O:13])=[N:6][CH:5]=1, predict the reactants needed to synthesize it. (8) Given the product [OH:13][CH:12]([CH3:14])[CH2:11][C:9]1[CH:8]=[CH:7][C:4]([C:5]#[N:6])=[C:3]([O:2][CH3:1])[CH:10]=1, predict the reactants needed to synthesize it. The reactants are: [CH3:1][O:2][C:3]1[CH:10]=[C:9]([CH2:11][CH:12]=[O:13])[CH:8]=[CH:7][C:4]=1[C:5]#[N:6].[CH3:14][Mg]Br.